Task: Predict the reactants needed to synthesize the given product.. Dataset: Full USPTO retrosynthesis dataset with 1.9M reactions from patents (1976-2016) (1) Given the product [N:24]1([C:2]2[C:7]([C:8]([C:10]3[CH:11]=[N:12][N:13]([CH3:22])[C:14]=3[C:15]3[CH:16]=[CH:17][C:18]([CH3:21])=[CH:19][CH:20]=3)=[O:9])=[C:6]([Cl:23])[N:5]=[CH:4][N:3]=2)[CH2:27][CH2:26][CH2:25]1, predict the reactants needed to synthesize it. The reactants are: Cl[C:2]1[C:7]([C:8]([C:10]2[CH:11]=[N:12][N:13]([CH3:22])[C:14]=2[C:15]2[CH:20]=[CH:19][C:18]([CH3:21])=[CH:17][CH:16]=2)=[O:9])=[C:6]([Cl:23])[N:5]=[CH:4][N:3]=1.[NH:24]1[CH2:27][CH2:26][CH2:25]1.C(N(CC)C(C)C)(C)C. (2) Given the product [OH:8][C:9]1[CH:10]=[C:11]([CH2:23][CH2:24][CH2:25][CH2:26][NH:27][C:35](=[O:36])[C:34]2[C:29](=[CH:30][CH:31]=[CH:32][CH:33]=2)[C:28]([OH:37])=[O:40])[CH:12]=[CH:13][C:14]=1[N:15]1[CH2:19][C:18](=[O:20])[NH:17][S:16]1(=[O:22])=[O:21], predict the reactants needed to synthesize it. The reactants are: C([O:8][C:9]1[CH:10]=[C:11](/[CH:23]=[CH:24]/[CH2:25][CH2:26][N:27]2[C:35](=[O:36])[C:34]3[C:29](=[CH:30][CH:31]=[CH:32][CH:33]=3)[C:28]2=[O:37])[CH:12]=[CH:13][C:14]=1[N:15]1[CH2:19][C:18](=[O:20])[NH:17][S:16]1(=[O:22])=[O:21])C1C=CC=CC=1.CC[OH:40].CC(O)=O. (3) Given the product [F:22][C:2]1([F:1])[CH2:6][C@H:5]([CH:7]=[O:8])[N:4]([CH2:9][CH2:10][C:11]2[CH:20]=[CH:19][C:14]([C:15]([O:17][CH3:18])=[O:16])=[CH:13][CH:12]=2)[C:3]1=[O:21], predict the reactants needed to synthesize it. The reactants are: [F:1][C:2]1([F:22])[CH2:6][C@H:5]([CH2:7][OH:8])[N:4]([CH2:9][CH2:10][C:11]2[CH:20]=[CH:19][C:14]([C:15]([O:17][CH3:18])=[O:16])=[CH:13][CH:12]=2)[C:3]1=[O:21].FC1(F)C[C@H](CO)N(CCCCCCC(OC)=O)C1=O.